Dataset: Reaction yield outcomes from USPTO patents with 853,638 reactions. Task: Predict the reaction yield, written as a fraction of the theoretical maximum amount of product (1.0 means a 100% yield; for example, 0.34 means a 34% yield). (1) The product is [OH:1][C@:2]1([C:30]([F:35])([F:36])[C:31]([F:32])([F:33])[F:34])[C@:18]2([CH3:19])[C@H:5]([C@H:6]3[C:15]([C@@H:16]([C:20]4[CH:21]=[CH:22][C:23]([CH:26]([O:28][C:46](=[O:47])[C@@H:45]([NH:44][C:42]([O:41][C:37]([CH3:40])([CH3:39])[CH3:38])=[O:43])[CH3:49])[CH3:27])=[CH:24][CH:25]=4)[CH2:17]2)=[C:14]2[C:9](=[CH:10][C:11](=[O:29])[CH2:12][CH2:13]2)[CH2:8][CH2:7]3)[CH2:4][CH2:3]1. The yield is 0.730. The reactants are [OH:1][C@:2]1([C:30]([F:36])([F:35])[C:31]([F:34])([F:33])[F:32])[C@:18]2([CH3:19])[C@H:5]([C@H:6]3[C:15]([C@@H:16]([C:20]4[CH:25]=[CH:24][C:23]([CH:26]([OH:28])[CH3:27])=[CH:22][CH:21]=4)[CH2:17]2)=[C:14]2[C:9](=[CH:10][C:11](=[O:29])[CH2:12][CH2:13]2)[CH2:8][CH2:7]3)[CH2:4][CH2:3]1.[C:37]([O:41][C:42]([NH:44][C@@H:45]([CH3:49])[C:46](O)=[O:47])=[O:43])([CH3:40])([CH3:39])[CH3:38]. No catalyst specified. (2) The reactants are BrC[CH2:3][CH2:4][CH2:5][C:6]([CH3:21])([C:15]1[CH:20]=[CH:19][CH:18]=[CH:17][CH:16]=1)[CH2:7][O:8][CH:9]1[CH2:14][CH2:13][CH2:12][CH2:11][O:10]1.[Br:22]CCCC(C)(C1C=CC=CC=1)CO.O1C=CCCC1. The catalyst is C(Cl)Cl.O.C1(C)C=CC(S(O)(=O)=O)=CC=1. The product is [Br:22][CH2:3][CH2:4][CH2:5][C:6]([CH3:21])([C:15]1[CH:20]=[CH:19][CH:18]=[CH:17][CH:16]=1)[CH2:7][O:8][CH:9]1[CH2:14][CH2:13][CH2:12][CH2:11][O:10]1. The yield is 0.950.